This data is from Catalyst prediction with 721,799 reactions and 888 catalyst types from USPTO. The task is: Predict which catalyst facilitates the given reaction. (1) Reactant: [NH:1]1[C:9]2[C:4](=[CH:5][CH:6]=[CH:7][CH:8]=2)[CH2:3][CH2:2]1.CN(C(ON1N=NC2C=CC=CC1=2)=[N+](C)C)C.[B-](F)(F)(F)F.[O:32]=[C:33]1[N:39]([CH:40]2[CH2:45][CH2:44][N:43]([C:46]3[N:51]=[CH:50][N:49]=[C:48]([C:52](O)=[O:53])[CH:47]=3)[CH2:42][CH2:41]2)[CH2:38][CH2:37][C:36]2[CH:55]=[CH:56][CH:57]=[CH:58][C:35]=2[NH:34]1.C(N(CC)CC)C. Product: [N:1]1([C:52]([C:48]2[N:49]=[CH:50][N:51]=[C:46]([N:43]3[CH2:44][CH2:45][CH:40]([N:39]4[CH2:38][CH2:37][C:36]5[CH:55]=[CH:56][CH:57]=[CH:58][C:35]=5[NH:34][C:33]4=[O:32])[CH2:41][CH2:42]3)[CH:47]=2)=[O:53])[C:9]2[C:4](=[CH:5][CH:6]=[CH:7][CH:8]=2)[CH2:3][CH2:2]1. The catalyst class is: 656. (2) Reactant: [CH3:1][O:2][C:3](=[O:34])[CH:4]=[CH:5][C:6]1[N:7]([CH2:24][C:25]2[CH:33]=[CH:32][C:28]3[O:29][CH2:30][O:31][C:27]=3[CH:26]=2)[C:8](=[O:23])[C:9]2[C:14]([C:15]=1[C:16]1[CH:21]=[CH:20][CH:19]=[CH:18][CH:17]=1)=[CH:13][C:12](Br)=[CH:11][CH:10]=2.CO. Product: [CH3:1][O:2][C:3](=[O:34])[CH2:4][CH2:5][C:6]1[N:7]([CH2:24][C:25]2[CH:33]=[CH:32][C:28]3[O:29][CH2:30][O:31][C:27]=3[CH:26]=2)[C:8](=[O:23])[C:9]2[C:14]([C:15]=1[C:16]1[CH:17]=[CH:18][CH:19]=[CH:20][CH:21]=1)=[CH:13][CH:12]=[CH:11][CH:10]=2. The catalyst class is: 814. (3) Reactant: [CH3:1][O:2][C:3]([CH2:5]P(OC)(OC)=O)=[O:4].[H-].[Na+].[Cl:14][C:15]1[CH:22]=[CH:21][C:18]([CH:19]=O)=[CH:17][C:16]=1[N+:23]([O-:25])=[O:24].O. Product: [CH3:1][O:2][C:3](=[O:4])[CH:5]=[CH:19][C:18]1[CH:21]=[CH:22][C:15]([Cl:14])=[C:16]([N+:23]([O-:25])=[O:24])[CH:17]=1. The catalyst class is: 1. (4) Reactant: [C:1]1([C:7]2[C:14]3[S:13][C:12]([NH2:15])=[N:11][C:10]=3[NH:9][N:8]=2)[CH:6]=[CH:5][CH:4]=[CH:3][CH:2]=1.N1C=CC=CC=1.Cl.[C:23](Cl)(=[O:30])[C:24]1[CH:29]=[CH:28][N:27]=[CH:26][CH:25]=1.[OH-].[Na+].Cl. Product: [C:1]1([C:7]2[C:14]3[S:13][C:12]([NH:15][C:23](=[O:30])[C:24]4[CH:29]=[CH:28][N:27]=[CH:26][CH:25]=4)=[N:11][C:10]=3[NH:9][N:8]=2)[CH:2]=[CH:3][CH:4]=[CH:5][CH:6]=1. The catalyst class is: 36. (5) Reactant: [NH2:1][C@@H:2]1[CH2:7][C@H:6]([N:8]([CH:10]([CH3:12])[CH3:11])[CH3:9])[CH2:5][CH2:4][C@@H:3]1[N:13]1[CH2:17][CH2:16][C@H:15]([NH:18][C:19](=[O:28])[O:20][CH2:21][C:22]2[CH:27]=[CH:26][CH:25]=[CH:24][CH:23]=2)[C:14]1=[O:29].[CH2:30](N(CC)CC)C.[OH2:37]. Product: [CH:30]([NH:1][C@@H:2]1[CH2:7][C@H:6]([N:8]([CH:10]([CH3:12])[CH3:11])[CH3:9])[CH2:5][CH2:4][C@@H:3]1[N:13]1[CH2:17][CH2:16][C@H:15]([NH:18][C:19](=[O:28])[O:20][CH2:21][C:22]2[CH:23]=[CH:24][CH:25]=[CH:26][CH:27]=2)[C:14]1=[O:29])=[O:37]. The catalyst class is: 4. (6) The catalyst class is: 3. Reactant: C(=O)([O-])[O-].[Cs+].[Cs+].[Br:7][C:8]1[CH:9]=[CH:10][C:11]([SH:17])=C([CH:16]=1)C(O)=O.I[CH3:19].[H-].[Na+].[NH4+].[Cl-].C[CH2:25][O:26][C:27]([CH3:29])=[O:28]. Product: [Br:7][C:8]1[CH:9]=[CH:10][C:11]([S:17][CH3:19])=[C:29]([CH:16]=1)[C:27]([O:26][CH3:25])=[O:28]. (7) The catalyst class is: 166. Product: [C:19](=[O:20])([O:21][CH3:22])[O:10][C:4]1[CH:5]=[CH:6][C:7]([F:9])=[CH:8][C:3]=1[CH2:1][CH3:2]. Reactant: [CH2:1]([C:3]1[CH:8]=[C:7]([F:9])[CH:6]=[CH:5][C:4]=1[OH:10])[CH3:2].C(N(CC)CC)C.Cl[C:19]([O:21][CH3:22])=[O:20]. (8) Reactant: [N:1]1([CH2:6][CH2:7][OH:8])[CH2:5][CH2:4][CH2:3][CH2:2]1.[H-].[Na+].[Cl:11][C:12]1[CH:17]=[C:16](Cl)[N:15]=[C:14]([C:19]2[N:23]3[CH:24]=[C:25]([F:28])[CH:26]=[CH:27][C:22]3=[N:21][CH:20]=2)[N:13]=1. Product: [Cl:11][C:12]1[CH:17]=[C:16]([O:8][CH2:7][CH2:6][N:1]2[CH2:5][CH2:4][CH2:3][CH2:2]2)[N:15]=[C:14]([C:19]2[N:23]3[CH:24]=[C:25]([F:28])[CH:26]=[CH:27][C:22]3=[N:21][CH:20]=2)[N:13]=1. The catalyst class is: 7. (9) Reactant: [BH4-].[Na+].[Br:3][C:4]1[C:11]([CH3:12])=[CH:10][C:7]([CH:8]=[O:9])=[CH:6][C:5]=1[CH3:13]. Product: [Br:3][C:4]1[C:11]([CH3:12])=[CH:10][C:7]([CH2:8][OH:9])=[CH:6][C:5]=1[CH3:13]. The catalyst class is: 5. (10) Reactant: [NH2:1][C:2]1[CH2:29][O:28][CH2:27][C:4]2([C:17]3[CH:16]=[C:15]([OH:18])[CH:14]=[C:13]([F:19])[C:12]=3[O:11][C:10]3[C:5]2=[CH:6][C:7]([C:20]2[C:21]([F:26])=[N:22][CH:23]=[CH:24][CH:25]=2)=[CH:8][CH:9]=3)[N:3]=1.CN(C=O)C.FC(F)(F)S(O[CH2:41][C:42]([F:45])([CH3:44])[CH3:43])(=O)=O. Product: [F:19][C:13]1[C:12]2[O:11][C:10]3[C:5](=[CH:6][C:7]([C:20]4[C:21]([F:26])=[N:22][CH:23]=[CH:24][CH:25]=4)=[CH:8][CH:9]=3)[C:4]3([N:3]=[C:2]([NH2:1])[CH2:29][O:28][CH2:27]3)[C:17]=2[CH:16]=[C:15]([O:18][CH2:41][C:42]([F:45])([CH3:44])[CH3:43])[CH:14]=1. The catalyst class is: 6.